The task is: Predict the reaction yield, written as a fraction of the theoretical maximum amount of product (1.0 means a 100% yield; for example, 0.34 means a 34% yield).. This data is from Reaction yield outcomes from USPTO patents with 853,638 reactions. (1) The reactants are [NH2:1][C:2]1[CH:7]=[CH:6][CH:5]=[CH:4][C:3]=1[C:8]1[NH:12][C:11]2[CH:13]=[C:14]([C:16]([O:18][CH3:19])=[O:17])[S:15][C:10]=2[C:9]=1[CH:20]1[CH2:25][CH2:24][CH2:23][CH2:22][CH2:21]1.C([O-])(=O)C.[Na+].C(O)(=O)C.[Cl:35][CH2:36][C:37](Cl)=[O:38]. The catalyst is O1CCCC1. The product is [Cl:35][CH2:36][C:37]([NH:1][C:2]1[CH:7]=[CH:6][CH:5]=[CH:4][C:3]=1[C:8]1[NH:12][C:11]2[CH:13]=[C:14]([C:16]([O:18][CH3:19])=[O:17])[S:15][C:10]=2[C:9]=1[CH:20]1[CH2:25][CH2:24][CH2:23][CH2:22][CH2:21]1)=[O:38]. The yield is 0.580. (2) The reactants are Br[C:2]1[C:10]2[C:5](=[CH:6][C:7]([F:11])=[CH:8][CH:9]=2)[N:4]([S:12]([C:15]2[CH:20]=[CH:19][CH:18]=[CH:17][CH:16]=2)(=[O:14])=[O:13])[CH:3]=1.[Cl:21][C:22]1[N:27]=[CH:26][C:25](B(O)O)=[CH:24][CH:23]=1.[O-]P([O-])([O-])=O.[K+].[K+].[K+].C(Cl)Cl. The catalyst is O1CCOCC1.O.C1C=CC(P(C2C=CC=CC=2)[C-]2C=CC=C2)=CC=1.C1C=CC(P(C2C=CC=CC=2)[C-]2C=CC=C2)=CC=1.Cl[Pd]Cl.[Fe+2]. The product is [Cl:21][C:22]1[N:27]=[CH:26][C:25]([C:2]2[C:10]3[C:5](=[CH:6][C:7]([F:11])=[CH:8][CH:9]=3)[N:4]([S:12]([C:15]3[CH:20]=[CH:19][CH:18]=[CH:17][CH:16]=3)(=[O:14])=[O:13])[CH:3]=2)=[CH:24][CH:23]=1. The yield is 0.560. (3) The reactants are [Li]CCCC.[O:6]1[CH2:11][CH2:10][CH:9]([C:12]2[N:13]([S:17]([N:20]([CH3:22])[CH3:21])(=[O:19])=[O:18])[CH:14]=[CH:15][N:16]=2)[CH2:8][CH2:7]1.CN([CH:26]=[O:27])C.[NH4+].[Cl-]. The catalyst is C1COCC1. The product is [O:6]1[CH2:7][CH2:8][CH:9]([C:12]2[N:13]([S:17]([N:20]([CH3:22])[CH3:21])(=[O:19])=[O:18])[C:14]([CH:26]=[O:27])=[CH:15][N:16]=2)[CH2:10][CH2:11]1. The yield is 0.920. (4) The yield is 0.400. The product is [C:21]([O:20][C:19](=[O:25])[N:18]([C@@H:15]1[CH2:16][CH2:17][N:13]([C:11]([C:9]2[S:10][C:3]3[C:4](=[N:5][CH:6]=[CH:7][C:2]=3[O:40][C:36]3[CH:35]=[C:34]4[C:39]([C:31]([C:29]([NH:28][CH3:27])=[O:30])=[C:32]([CH3:42])[N:33]4[CH3:41])=[CH:38][CH:37]=3)[CH:8]=2)=[O:12])[CH2:14]1)[CH3:26])([CH3:24])([CH3:23])[CH3:22]. No catalyst specified. The reactants are Cl[C:2]1[CH:7]=[CH:6][N:5]=[C:4]2[CH:8]=[C:9]([C:11]([N:13]3[CH2:17][CH2:16][C@@H:15]([N:18]([CH3:26])[C:19](=[O:25])[O:20][C:21]([CH3:24])([CH3:23])[CH3:22])[CH2:14]3)=[O:12])[S:10][C:3]=12.[CH3:27][NH:28][C:29]([C:31]1[C:39]2[C:34](=[CH:35][C:36]([OH:40])=[CH:37][CH:38]=2)[N:33]([CH3:41])[C:32]=1[CH3:42])=[O:30].C([O-])([O-])=O.[Cs+].[Cs+]. (5) The reactants are OS(O)(=O)=O.[C:6]1([CH:12]2[CH2:17][CH2:16][C:15](=[O:18])[CH2:14][CH2:13]2)[CH:11]=[CH:10][CH:9]=[CH:8][CH:7]=1.[N+:19]([O-])([OH:21])=[O:20]. No catalyst specified. The product is [N+:19]([C:9]1[CH:10]=[CH:11][C:6]([CH:12]2[CH2:17][CH2:16][C:15](=[O:18])[CH2:14][CH2:13]2)=[CH:7][CH:8]=1)([O-:21])=[O:20]. The yield is 0.100.